Predict the reaction yield, written as a fraction of the theoretical maximum amount of product (1.0 means a 100% yield; for example, 0.34 means a 34% yield). From a dataset of Reaction yield outcomes from USPTO patents with 853,638 reactions. The reactants are [CH3:1][N:2]1[C:10]2[C:5](=[CH:6][CH:7]=[CH:8][CH:9]=2)[CH:4]=[CH:3]1.CC([O-])(C)C.[K+].[SiH:17]([CH2:22][CH3:23])([CH2:20][CH3:21])[CH2:18][CH3:19]. The catalyst is O1CCCC1. The product is [CH3:1][N:2]1[C:10]2[C:5](=[CH:6][CH:7]=[CH:8][CH:9]=2)[C:4]([Si:17]([CH2:22][CH3:23])([CH2:20][CH3:21])[CH2:18][CH3:19])=[CH:3]1. The yield is 0.840.